From a dataset of Catalyst prediction with 721,799 reactions and 888 catalyst types from USPTO. Predict which catalyst facilitates the given reaction. (1) Reactant: [CH:1]([O-])=[O:2].[NH4+].[F:5][C:6]1[CH:27]=[CH:26][CH:25]=[CH:24][C:7]=1[CH:8]=[C:9]1[C:14](=[O:15])[C:13](=[CH:16][C:17]2[CH:22]=[CH:21][CH:20]=[CH:19][C:18]=2[F:23])[CH2:12][NH:11][CH2:10]1. Product: [CH:1]([N:11]1[CH2:10][C:9](=[CH:8][C:7]2[CH:24]=[CH:25][CH:26]=[CH:27][C:6]=2[F:5])[C:14](=[O:15])[C:13](=[CH:16][C:17]2[CH:22]=[CH:21][CH:20]=[CH:19][C:18]=2[F:23])[CH2:12]1)=[O:2]. The catalyst class is: 10. (2) Reactant: Br[C:2]1[CH:3]=[CH:4][C:5]2[S:9](=[O:11])(=[O:10])[N:8]([CH2:12][C:13]([O:15][C:16]([CH3:19])([CH3:18])[CH3:17])=[O:14])[CH:7]([CH3:20])[C:6]=2[CH:21]=1.[F:22][C:23]1[CH:31]=[C:30]2[C:26]([C:27](B3OC(C)(C)C(C)(C)O3)=[CH:28][N:29]2C(OC(C)(C)C)=O)=[CH:25][CH:24]=1.[O-]P([O-])([O-])=O.[K+].[K+].[K+]. Product: [F:22][C:23]1[CH:31]=[C:30]2[C:26]([C:27]([C:2]3[CH:3]=[CH:4][C:5]4[S:9](=[O:11])(=[O:10])[N:8]([CH2:12][C:13]([O:15][C:16]([CH3:19])([CH3:18])[CH3:17])=[O:14])[CH:7]([CH3:20])[C:6]=4[CH:21]=3)=[CH:28][NH:29]2)=[CH:25][CH:24]=1. The catalyst class is: 708. (3) Reactant: [I-].[Na+].C[Si](Cl)(C)C.[C:8]([C:12]1[CH:31]=[CH:30][CH:29]=[CH:28][C:13]=1[O:14][C:15]1[N:16]=[N:17][C:18]([Cl:27])=[C:19]([Si](C)(C)C)[C:20]=1[O:21][CH3:22])([CH3:11])([CH3:10])[CH3:9]. Product: [C:8]([C:12]1[CH:31]=[CH:30][CH:29]=[CH:28][C:13]=1[O:14][C:15]1[N:16]=[N:17][C:18]([Cl:27])=[CH:19][C:20]=1[O:21][CH3:22])([CH3:11])([CH3:9])[CH3:10]. The catalyst class is: 10. (4) Reactant: CO.C[O:4][C:5]([C:7]1[C:11]2[CH:12]=[CH:13][CH:14]=[CH:15][C:10]=2[O:9][CH:8]=1)=[O:6].[OH-].[Li+].Cl. Product: [O:9]1[C:10]2[CH:15]=[CH:14][CH:13]=[CH:12][C:11]=2[C:7]([C:5]([OH:6])=[O:4])=[CH:8]1. The catalyst class is: 132. (5) Reactant: Br[C:2]1[CH:14]=[CH:13][C:12]2[C:11]3[C:6](=[CH:7][C:8](Br)=[CH:9][CH:10]=3)[C:5]([CH2:26][CH2:27][O:28][CH2:29][CH2:30][O:31][CH2:32][CH2:33][O:34][CH3:35])([CH2:16][CH2:17][O:18][CH2:19]COCCOC)[C:4]=2[CH:3]=1.C(C([Sn])=C(CC[CH2:48][CH3:49])CCCC)CCC.C(C1C=CC=C(C(C)(C)C)[C:56]=1[OH:65])(C)(C)C.[C:66]1([CH3:72])C=CC=CC=1.C[CH2:74][O:75][CH2:76][CH3:77]. Product: [CH3:56][O:65][CH2:77][CH2:76][O:75][CH2:74][CH2:19][O:18][CH2:17][CH2:16][C:5]1([CH2:26][CH2:27][O:28][CH2:29][CH2:30][O:31][CH2:32][CH2:33][O:34][CH3:35])[C:6]2[CH:7]=[C:8]([CH:66]=[CH2:72])[CH:9]=[CH:10][C:11]=2[C:12]2[C:4]1=[CH:3][C:2]([CH:48]=[CH2:49])=[CH:14][CH:13]=2. The catalyst class is: 235. (6) The catalyst class is: 3. Product: [C:23]([C@@H:22]([NH:21][C:10](=[O:12])[C@@H:9]([NH:8][C:6]([O:5][C:1]([CH3:2])([CH3:3])[CH3:4])=[O:7])[CH2:13][C:14]1[CH:19]=[CH:18][CH:17]=[C:16]([Br:20])[CH:15]=1)[CH2:26][CH:27]([CH3:29])[CH3:28])(=[O:24])[NH2:25]. Reactant: [C:1]([O:5][C:6]([NH:8][C@@H:9]([CH2:13][C:14]1[CH:19]=[CH:18][CH:17]=[C:16]([Br:20])[CH:15]=1)[C:10]([OH:12])=O)=[O:7])([CH3:4])([CH3:3])[CH3:2].[NH2:21][C@@H:22]([CH2:26][CH:27]([CH3:29])[CH3:28])[C:23]([NH2:25])=[O:24].CCN=C=NCCCN(C)C.Cl.C1C=CC2N(O)N=NC=2C=1.CCN(C(C)C)C(C)C.